This data is from Reaction yield outcomes from USPTO patents with 853,638 reactions. The task is: Predict the reaction yield, written as a fraction of the theoretical maximum amount of product (1.0 means a 100% yield; for example, 0.34 means a 34% yield). (1) The reactants are Cl[C:2]1[N:7]=[CH:6][N:5]=[C:4]([C:8]([NH:10][C:11]2[CH:16]=[CH:15][C:14]([S:17](=[O:24])(=[O:23])[NH:18][CH2:19][CH2:20][O:21][CH3:22])=[CH:13][C:12]=2[CH3:25])=[O:9])[CH:3]=1.C(NC(C)C)(C)C.[CH:33]1([CH2:36][NH:37][CH:38]2[CH2:43][CH2:42][CH2:41][CH2:40][CH2:39]2)[CH2:35][CH2:34]1. The catalyst is C(O)C. The product is [CH:38]1([N:37]([CH2:36][CH:33]2[CH2:34][CH2:35]2)[C:2]2[N:7]=[CH:6][N:5]=[C:4]([C:8]([NH:10][C:11]3[CH:16]=[CH:15][C:14]([S:17]([NH:18][CH2:19][CH2:20][O:21][CH3:22])(=[O:24])=[O:23])=[CH:13][C:12]=3[CH3:25])=[O:9])[CH:3]=2)[CH2:39][CH2:40][CH2:41][CH2:42][CH2:43]1. The yield is 0.840. (2) The reactants are [CH2:1]([O:8][C:9]1[CH:14]=[CH:13][C:12](Br)=[CH:11][CH:10]=1)[C:2]1[CH:7]=[CH:6][CH:5]=[CH:4][CH:3]=1.[Li]CCCC.[B:21](OC(C)C)([O:26]C(C)C)[O:22]C(C)C. The catalyst is C1COCC1. The product is [CH2:1]([O:8][C:9]1[CH:14]=[CH:13][C:12]([B:21]([OH:26])[OH:22])=[CH:11][CH:10]=1)[C:2]1[CH:7]=[CH:6][CH:5]=[CH:4][CH:3]=1. The yield is 0.730. (3) The reactants are [CH2:1]([C@@H:8]1[CH2:12][O:11][C:10](=[O:13])[N:9]1[C:14](=[O:36])[C@H:15]([CH2:19][C:20]1[C:25]([Cl:26])=[CH:24][C:23]([O:27][CH2:28][C:29]2[CH:34]=[CH:33][CH:32]=[CH:31][CH:30]=2)=[CH:22][C:21]=1[Cl:35])[CH2:16][CH:17]=C)[C:2]1[CH:7]=[CH:6][CH:5]=[CH:4][CH:3]=1.C1C[O:40]CC1.C(O)(C)(C)C.I([O-])(=O)(=O)=O.[Na+]. The catalyst is [Os](=O)(=O)(=O)=O.O. The product is [CH2:1]([C@@H:8]1[CH2:12][O:11][C:10](=[O:13])[N:9]1[C:14](=[O:36])[C@H:15]([CH2:19][C:20]1[C:25]([Cl:26])=[CH:24][C:23]([O:27][CH2:28][C:29]2[CH:34]=[CH:33][CH:32]=[CH:31][CH:30]=2)=[CH:22][C:21]=1[Cl:35])[CH2:16][CH:17]=[O:40])[C:2]1[CH:3]=[CH:4][CH:5]=[CH:6][CH:7]=1. The yield is 0.480. (4) The product is [Cl:28][P:19]([NH:8][C@@H:9]([CH3:18])[C:10]([O:12][CH:13]1[CH2:17][CH2:16][CH2:15][CH2:14]1)=[O:11])([O:21][C:22]1[CH:27]=[CH:26][CH:25]=[CH:24][CH:23]=1)=[O:20]. The reactants are C(N(CC)CC)C.[NH2:8][C@@H:9]([CH3:18])[C:10]([O:12][CH:13]1[CH2:17][CH2:16][CH2:15][CH2:14]1)=[O:11].[P:19](Cl)([Cl:28])([O:21][C:22]1[CH:27]=[CH:26][CH:25]=[CH:24][CH:23]=1)=[O:20]. The catalyst is C(Cl)Cl. The yield is 0.560. (5) The catalyst is CCOCC. The product is [NH2:6][C@H:5]([CH2:4][OH:3])[CH2:7][C:8]1[C:16]2[C:11](=[CH:12][CH:13]=[CH:14][CH:15]=2)[NH:10][CH:9]=1. The reactants are Cl.C[O:3][C:4](=O)[C@H:5]([CH2:7][C:8]1[C:16]2[C:11](=[CH:12][CH:13]=[CH:14][CH:15]=2)[NH:10][CH:9]=1)[NH2:6].[H-].[H-].[H-].[H-].[Li+].[Al+3].O.[OH-].[K+]. The yield is 0.500.